From a dataset of Reaction yield outcomes from USPTO patents with 853,638 reactions. Predict the reaction yield, written as a fraction of the theoretical maximum amount of product (1.0 means a 100% yield; for example, 0.34 means a 34% yield). (1) The reactants are [C:1]([Cl:5])(Cl)(Cl)Cl.C1(P(C2C=CC=CC=2)C2C=CC=CC=2)C=CC=CC=1.OC[CH2:27][S:28]([C:31]1[CH:32]=[C:33]2[C:37](=[CH:38][CH:39]=1)[N:36]([C:40]1[N:45]=[CH:44][N:43]=[C:42]([O:46][CH:47]3[CH2:52][CH2:51][N:50]([C:53]([O:55][C:56]([CH3:59])([CH3:58])[CH3:57])=[O:54])[CH2:49][CH2:48]3)[CH:41]=1)[CH2:35][CH2:34]2)(=[O:30])=[O:29]. The catalyst is ClCCl. The product is [Cl:5][CH2:1][CH2:27][S:28]([C:31]1[CH:32]=[C:33]2[C:37](=[CH:38][CH:39]=1)[N:36]([C:40]1[N:45]=[CH:44][N:43]=[C:42]([O:46][CH:47]3[CH2:48][CH2:49][N:50]([C:53]([O:55][C:56]([CH3:59])([CH3:58])[CH3:57])=[O:54])[CH2:51][CH2:52]3)[CH:41]=1)[CH2:35][CH2:34]2)(=[O:30])=[O:29]. The yield is 0.620. (2) The reactants are [NH2:1][C:2]1[CH:29]=[C:28]([N:30]([CH2:32][CH2:33][CH2:34][N:35]([CH3:37])[CH3:36])[CH3:31])[CH:27]=[CH:26][C:3]=1[C:4]([NH:6][C:7]1[C:15]2[C:10](=[CH:11][CH:12]=[C:13]([O:16][CH2:17][C:18]3[CH:23]=[C:22]([F:24])[CH:21]=[C:20]([F:25])[CH:19]=3)[CH:14]=2)[NH:9][N:8]=1)=[O:5].[O:38]1[CH2:43][CH2:42][C:41](=O)[CH2:40][CH2:39]1.C(O)(C(F)(F)F)=O.C(O[BH-](OC(=O)C)OC(=O)C)(=O)C.C[N+](C)(C)C. The catalyst is C(Cl)Cl. The product is [F:24][C:22]1[CH:23]=[C:18]([CH:19]=[C:20]([F:25])[CH:21]=1)[CH2:17][O:16][C:13]1[CH:14]=[C:15]2[C:10](=[CH:11][CH:12]=1)[NH:9][N:8]=[C:7]2[NH:6][C:4](=[O:5])[C:3]1[CH:26]=[CH:27][C:28]([N:30]([CH2:32][CH2:33][CH2:34][N:35]([CH3:36])[CH3:37])[CH3:31])=[CH:29][C:2]=1[NH:1][CH:41]1[CH2:42][CH2:43][O:38][CH2:39][CH2:40]1. The yield is 0.460. (3) The product is [OH:1][CH2:2][C:3]1[N:8]=[C:7]([C:9]([N:14]([CH3:15])[CH3:13])=[O:11])[CH:6]=[CH:5][CH:4]=1. The reactants are [OH:1][CH2:2][C:3]1[N:8]=[C:7]([C:9]([O:11]C)=O)[CH:6]=[CH:5][CH:4]=1.[CH3:13][NH:14][CH3:15]. The yield is 1.03. No catalyst specified. (4) The reactants are [CH2:1]([O:3][P:4]([CH2:9][C:10]1[CH:15]=[CH:14][CH:13]=[C:12]([N+:16]([O-])=O)[CH:11]=1)(=[O:8])[O:5][CH2:6][CH3:7])[CH3:2]. The catalyst is CO.[Pd]. The product is [CH2:6]([O:5][P:4]([CH2:9][C:10]1[CH:15]=[CH:14][CH:13]=[C:12]([NH2:16])[CH:11]=1)(=[O:8])[O:3][CH2:1][CH3:2])[CH3:7]. The yield is 0.950.